From a dataset of Full USPTO retrosynthesis dataset with 1.9M reactions from patents (1976-2016). Predict the reactants needed to synthesize the given product. (1) Given the product [Cl:17][C:14]1[CH:15]=[C:16]2[NH:8][C:9](=[O:37])[C:10]3([CH:19]([C:20]4[CH:25]=[C:24]([Cl:26])[CH:23]=[CH:22][C:21]=4[O:27][C:28]([C:31]([O:33][CH3:34])=[O:32])([CH2:29][CH3:30])[CH2:35][CH3:36])[CH2:48][C:47](=[O:49])[NH:46][CH:45]3[C:43]3[CH:44]=[C:39]([F:38])[CH:40]=[CH:41][C:42]=3[CH3:54])[C:11]2=[CH:12][C:13]=1[F:18], predict the reactants needed to synthesize it. The reactants are: C(OC([N:8]1[C:16]2[C:11](=[CH:12][C:13]([F:18])=[C:14]([Cl:17])[CH:15]=2)/[C:10](=[CH:19]/[C:20]2[CH:25]=[C:24]([Cl:26])[CH:23]=[CH:22][C:21]=2[O:27][C:28]([CH2:35][CH3:36])([C:31]([O:33][CH3:34])=[O:32])[CH2:29][CH3:30])/[C:9]1=[O:37])=O)(C)(C)C.[F:38][C:39]1[CH:40]=[CH:41][C:42]([CH3:54])=[C:43]([CH:45]=[N:46][C:47]([O:49][Si](C)(C)C)=[CH2:48])[CH:44]=1. (2) Given the product [Cl:1][C:2]1[C:3]([F:22])=[C:4]([CH:19]=[CH:20][CH:21]=1)[NH:5][C:6]1[C:15]2[C:10](=[CH:11][C:12]([O:17][CH3:18])=[C:13]([O:16][S:29]([C:32]([F:35])([F:34])[F:33])(=[O:31])=[O:30])[CH:14]=2)[N:9]=[CH:8][N:7]=1, predict the reactants needed to synthesize it. The reactants are: [Cl:1][C:2]1[C:3]([F:22])=[C:4]([CH:19]=[CH:20][CH:21]=1)[NH:5][C:6]1[C:15]2[C:10](=[CH:11][C:12]([O:17][CH3:18])=[C:13]([OH:16])[CH:14]=2)[N:9]=[CH:8][N:7]=1.N1C=CC=CC=1.[S:29](O[S:29]([C:32]([F:35])([F:34])[F:33])(=[O:31])=[O:30])([C:32]([F:35])([F:34])[F:33])(=[O:31])=[O:30]. (3) Given the product [Cl:15][C:16]1[CH:17]=[C:18]([NH:22][C:23]([N:12]2[CH2:13][CH2:14][C:9]3[NH:8][N:7]=[C:6]([C:4]([O:3][CH2:1][CH3:2])=[O:5])[C:10]=3[CH2:11]2)=[O:24])[CH:19]=[CH:20][CH:21]=1, predict the reactants needed to synthesize it. The reactants are: [CH2:1]([O:3][C:4]([C:6]1[C:10]2[CH2:11][NH:12][CH2:13][CH2:14][C:9]=2[NH:8][N:7]=1)=[O:5])[CH3:2].[Cl:15][C:16]1[CH:21]=[CH:20][CH:19]=[C:18]([N:22]=[C:23]=[O:24])[CH:17]=1. (4) Given the product [F:49][C:45]1[CH:44]=[C:43]([C:41]2([CH2:82][O:81][C:27]3[C:26]([CH3:25])=[N:65][C:23]([CH2:9][OH:8])=[N:24][CH:28]=3)[CH2:42][CH:40]2[C:50]([NH:52][C:53]2[CH:58]=[CH:57][C:56]([F:59])=[CH:55][N:54]=2)=[O:51])[CH:48]=[CH:47][CH:46]=1, predict the reactants needed to synthesize it. The reactants are: [Si]([O:8][CH2:9][Sn](CCCC)(CCCC)CCCC)(C(C)(C)C)(C)C.[CH3:23][N:24]1[CH2:28][CH2:27][CH2:26][C:25]1=O.ClC1N=C(C)C(OC[C:40]2([C:50]([NH:52][C:53]3[CH:58]=[CH:57][C:56]([F:59])=[CH:55][N:54]=3)=[O:51])[CH2:42][CH:41]2[C:43]2[CH:48]=[CH:47][CH:46]=[C:45]([F:49])[CH:44]=2)=CN=1.[F-].C([N+:65](CCCC)(CCCC)CCCC)CCC.C1[CH2:82][O:81]CC1. (5) Given the product [Cl:1][CH2:2][CH2:3][CH2:4][N:5]1[C:13](=[O:14])[CH:12]2[CH:7]([CH2:8][CH:9]3[O:24][CH:10]3[CH2:11]2)[C:6]1=[O:15], predict the reactants needed to synthesize it. The reactants are: [Cl:1][CH2:2][CH2:3][CH2:4][N:5]1[C:13](=[O:14])[CH:12]2[CH:7]([CH2:8][CH:9]=[CH:10][CH2:11]2)[C:6]1=[O:15].ClC1C=CC=C(C(OO)=[O:24])C=1.